From a dataset of Full USPTO retrosynthesis dataset with 1.9M reactions from patents (1976-2016). Predict the reactants needed to synthesize the given product. (1) Given the product [Cl:16][C:17]1[N:18]=[CH:19][C:20]2[C:21](=[O:23])[O:22][C:2]([CH3:7])([CH3:1])[C:24]=2[CH:25]=1, predict the reactants needed to synthesize it. The reactants are: [CH3:1][C:2]1(C)[CH2:7]CCC(C)(C)N1.C([Li])CCC.[Cl:16][C:17]1[CH:25]=[CH:24][C:20]([C:21]([OH:23])=[O:22])=[CH:19][N:18]=1.CC(C)=O. (2) Given the product [ClH:26].[N:9]1([CH2:11][CH2:12][C:13]2[CH:22]=[CH:21][C:16]3[C:17](=[O:20])[O:18][CH2:19][C:15]=3[CH:14]=2)[CH2:10][CH2:5][NH:6][CH2:7][CH2:8]1, predict the reactants needed to synthesize it. The reactants are: CC([CH:5]1[CH2:10][N:9]([CH2:11][CH2:12][C:13]2[CH:22]=[CH:21][C:16]3[C:17](=[O:20])[O:18][CH2:19][C:15]=3[CH:14]=2)[CH2:8][CH2:7][N:6]1C([O-])=O)(C)C.[ClH:26].